This data is from Forward reaction prediction with 1.9M reactions from USPTO patents (1976-2016). The task is: Predict the product of the given reaction. (1) Given the reactants Cl[CH2:2][N:3]1[CH:7]=[C:6]([C:8]([F:11])([F:10])[F:9])[C:5]([C:12]([O:14][CH2:15][CH3:16])=[O:13])=[CH:4]1.[F:17][C:18]([F:27])([F:26])[CH2:19][CH2:20][CH:21]([C:24]#[N:25])[C:22]#[N:23].C(=O)([O-])[O-].[K+].[K+].O, predict the reaction product. The product is: [CH2:15]([O:14][C:12]([C:5]1[C:6]([C:8]([F:11])([F:10])[F:9])=[CH:7][N:3]([CH2:2][C:21]([CH2:20][CH2:19][C:18]([F:17])([F:26])[F:27])([C:22]#[N:23])[C:24]#[N:25])[CH:4]=1)=[O:13])[CH3:16]. (2) Given the reactants C(OC([NH:8][CH2:9][C:10]1[CH:15]=[CH:14][C:13]([CH:16]([CH2:20][CH:21]=[CH2:22])[C:17]([OH:19])=[O:18])=[CH:12][CH:11]=1)=O)(C)(C)C.Cl.[CH3:24]O, predict the reaction product. The product is: [CH3:24][O:19][C:17](=[O:18])[CH:16]([C:13]1[CH:14]=[CH:15][C:10]([CH2:9][NH2:8])=[CH:11][CH:12]=1)[CH2:20][CH:21]=[CH2:22]. (3) Given the reactants [C:1]([N:4]1[C:12]2[C:7](=[CH:8][C:9]([NH2:13])=[CH:10][CH:11]=2)[C:6]([C:14]2[CH:19]=[CH:18][CH:17]=[CH:16][CH:15]=2)=[N:5]1)(=[O:3])[CH3:2].ClCCl.Cl.[CH3:24][O:25][C:26](=[O:36])[C:27]1[CH:35]=[CH:34][C:30]([C:31](O)=[O:32])=[CH:29][CH:28]=1, predict the reaction product. The product is: [C:1]([N:4]1[C:12]2[C:7](=[CH:8][C:9]([NH:13][C:31]([C:30]3[CH:34]=[CH:35][C:27]([C:26]([O:25][CH3:24])=[O:36])=[CH:28][CH:29]=3)=[O:32])=[CH:10][CH:11]=2)[C:6]([C:14]2[CH:19]=[CH:18][CH:17]=[CH:16][CH:15]=2)=[N:5]1)(=[O:3])[CH3:2]. (4) Given the reactants [O:1]1[CH:5]=[CH:4][C:3]2[C:6](=[O:11])[CH2:7][CH2:8][CH2:9][CH2:10][C:2]1=2.[H-].[Na+].[CH3:14][O:15][C:16](=O)[O:17]C, predict the reaction product. The product is: [O:11]=[C:6]1[C:3]2[CH:4]=[CH:5][O:1][C:2]=2[CH2:10][CH2:9][CH2:8][CH:7]1[C:16]([O:15][CH3:14])=[O:17].